Dataset: Forward reaction prediction with 1.9M reactions from USPTO patents (1976-2016). Task: Predict the product of the given reaction. Given the reactants [OH:1][C:2]([CH3:23])([CH3:22])[CH2:3][C@@:4]1([C:16]2[CH:21]=[CH:20][CH:19]=[CH:18][CH:17]=2)[O:9][C:8](=[O:10])[N:7]([C@H:11]2[CH2:15][CH2:14][NH:13][CH2:12]2)[CH2:6][CH2:5]1.Cl[C:25]1[N:30]=[CH:29][C:28]([Cl:31])=[CH:27][N:26]=1, predict the reaction product. The product is: [Cl:31][C:28]1[CH:27]=[N:26][C:25]([N:13]2[CH2:14][CH2:15][C@H:11]([N:7]3[CH2:6][CH2:5][C@:4]([CH2:3][C:2]([OH:1])([CH3:23])[CH3:22])([C:16]4[CH:21]=[CH:20][CH:19]=[CH:18][CH:17]=4)[O:9][C:8]3=[O:10])[CH2:12]2)=[N:30][CH:29]=1.